This data is from Forward reaction prediction with 1.9M reactions from USPTO patents (1976-2016). The task is: Predict the product of the given reaction. (1) Given the reactants C1(P(C2C=CC=CC=2)C2C=CC=CC=2)C=CC=CC=1.BrN1C(=O)CCC1=O.[Cl:28][C:29]1[CH:30]=[C:31]([C@@H:39]([CH2:43][CH:44]2[CH2:48][CH2:47][CH2:46][CH2:45]2)[C:40]([OH:42])=O)[CH:32]=[CH:33][C:34]=1[S:35]([CH3:38])(=[O:37])=[O:36].[NH2:49][C:50]1[CH:55]=[CH:54][C:53]([CH3:56])=[CH:52][N:51]=1.N1C=CC=CC=1, predict the reaction product. The product is: [Cl:28][C:29]1[CH:30]=[C:31]([C@@H:39]([CH2:43][CH:44]2[CH2:48][CH2:47][CH2:46][CH2:45]2)[C:40]([NH:49][C:50]2[CH:55]=[CH:54][C:53]([CH3:56])=[CH:52][N:51]=2)=[O:42])[CH:32]=[CH:33][C:34]=1[S:35]([CH3:38])(=[O:36])=[O:37]. (2) Given the reactants Cl.[C:2]([NH:6][OH:7])([CH3:5])([CH3:4])[CH3:3].[CH:8]([C:10]1[C:11]([S:20][CH3:21])=[N:12][C:13]2[C:18]([CH:19]=1)=[CH:17][CH:16]=[CH:15][CH:14]=2)=O, predict the reaction product. The product is: [C:2]([N+:6]([O-:7])=[CH:8][C:10]1[C:11]([S:20][CH3:21])=[N:12][C:13]2[C:18]([CH:19]=1)=[CH:17][CH:16]=[CH:15][CH:14]=2)([CH3:5])([CH3:4])[CH3:3]. (3) The product is: [ClH:1].[F:13][C:10]([F:11])([F:12])[C:8]1[CH:7]=[C:6]([C@H:14]([N:16]([CH3:34])[C:17](=[O:33])[CH2:18][C:19]([C:26]2[CH:27]=[CH:28][C:29]([F:32])=[CH:30][CH:31]=2)=[C:20]2[CH2:21][CH2:22][NH:23][CH2:24][CH2:25]2)[CH3:15])[CH:5]=[C:4]([C:3]([F:35])([F:36])[F:2])[CH:9]=1. Given the reactants [ClH:1].[F:2][C:3]([F:36])([F:35])[C:4]1[CH:5]=[C:6]([C@H:14]([N:16]([CH3:34])[C:17](=[O:33])[CH2:18][C:19]([C:26]2[CH:31]=[CH:30][C:29]([F:32])=[CH:28][CH:27]=2)=[C:20]2[CH2:25][CH2:24][NH:23][CH2:22][CH2:21]2)[CH3:15])[CH:7]=[C:8]([C:10]([F:13])([F:12])[F:11])[CH:9]=1, predict the reaction product. (4) Given the reactants [C:1]([C:4]1[O:5][C:6]2[CH:12]=[CH:11][CH:10]=[CH:9][C:7]=2[CH:8]=1)(=[O:3])[CH3:2].[Si:13](OS(C(F)(F)F)(=O)=O)([CH:20]([CH3:22])[CH3:21])([CH:17]([CH3:19])[CH3:18])[CH:14]([CH3:16])[CH3:15].CCN(C(C)C)C(C)C, predict the reaction product. The product is: [CH:14]([Si:13]([CH:20]([CH3:22])[CH3:21])([CH:17]([CH3:19])[CH3:18])[O:3][C:1]([C:4]1[O:5][C:6]2[CH:12]=[CH:11][CH:10]=[CH:9][C:7]=2[CH:8]=1)=[CH2:2])([CH3:16])[CH3:15]. (5) Given the reactants [CH2:1]([O:3][CH:4]([O:19][CH2:20][CH3:21])[C@@H:5]([NH:7][CH2:8][C:9]1[C:18]2[C:13](=[CH:14][CH:15]=[CH:16][CH:17]=2)[CH:12]=[CH:11][CH:10]=1)[CH3:6])[CH3:2].[NH:22]([C:28]([O:30][CH2:31][CH:32]1[C:44]2[C:39](=[CH:40][CH:41]=[CH:42][CH:43]=2)[C:38]2[C:33]1=[CH:34][CH:35]=[CH:36][CH:37]=2)=[O:29])[C@H:23]([C:25](O)=[O:26])[CH3:24].CN(C(ON1N=NC2C=CC=NC1=2)=[N+](C)C)C.F[P-](F)(F)(F)(F)F.CCN(C(C)C)C(C)C, predict the reaction product. The product is: [CH2:20]([O:19][CH:4]([O:3][CH2:1][CH3:2])[C@@H:5]([N:7]([CH2:8][C:9]1[C:18]2[C:13](=[CH:14][CH:15]=[CH:16][CH:17]=2)[CH:12]=[CH:11][CH:10]=1)[C:25](=[O:26])[C@@H:23]([NH:22][C:28](=[O:29])[O:30][CH2:31][CH:32]1[C:33]2[CH:34]=[CH:35][CH:36]=[CH:37][C:38]=2[C:39]2[C:44]1=[CH:43][CH:42]=[CH:41][CH:40]=2)[CH3:24])[CH3:6])[CH3:21].